Task: Predict the reaction yield, written as a fraction of the theoretical maximum amount of product (1.0 means a 100% yield; for example, 0.34 means a 34% yield).. Dataset: Reaction yield outcomes from USPTO patents with 853,638 reactions (1) The reactants are [F:1][C:2]([F:18])([F:17])[C:3]1[O:7][N:6]=[C:5]([C:8]2[CH:16]=[CH:15][C:11]([C:12]([OH:14])=O)=[CH:10][CH:9]=2)[CH:4]=1.Cl.NO.C([N:24]([CH2:27]C)CC)C.C1CCC(N=C=NC2CCCCC2)CC1.CN([CH:47]=[O:48])C. The catalyst is ClCCl.CN(C1C=CN=CC=1)C. The product is [CH3:47][O:48][N:24]([CH3:27])[C:12](=[O:14])[C:11]1[CH:10]=[CH:9][C:8]([C:5]2[CH:4]=[C:3]([C:2]([F:1])([F:18])[F:17])[O:7][N:6]=2)=[CH:16][CH:15]=1. The yield is 0.740. (2) The reactants are [Cl:1][C:2]1[CH:7]=[CH:6][N:5]=[C:4]2[NH:8][C:9]([C:11]3[CH:16]=[CH:15][C:14]([CH2:17][N:18]4[CH2:23][CH2:22][N:21]([CH3:24])[CH2:20][CH2:19]4)=[CH:13][CH:12]=3)=[N:10][C:3]=12.[CH2:25]([O:27][C:28]1[CH:33]=[CH:32][C:31](B(O)O)=[CH:30][CH:29]=1)[CH3:26].C(=O)([O-])[O-].[Na+].[Na+]. The yield is 0.150. The product is [ClH:1].[CH2:25]([O:27][C:28]1[CH:33]=[CH:32][C:31]([C:2]2[CH:7]=[CH:6][N:5]=[C:4]3[NH:8][C:9]([C:11]4[CH:16]=[CH:15][C:14]([CH2:17][N:18]5[CH2:23][CH2:22][N:21]([CH3:24])[CH2:20][CH2:19]5)=[CH:13][CH:12]=4)=[N:10][C:3]=23)=[CH:30][CH:29]=1)[CH3:26]. The catalyst is C1C=CC(P(C2C=CC=CC=2)[C-]2C=CC=C2)=CC=1.C1C=CC(P(C2C=CC=CC=2)[C-]2C=CC=C2)=CC=1.Cl[Pd]Cl.[Fe+2]. (3) The reactants are [Cl:1][C:2]1[S:6][C:5]([C:7]2[O:8][C:9]3[C:10](=[C:12]([C:16]([OH:18])=O)[CH:13]=[CH:14][CH:15]=3)[N:11]=2)=[CH:4][CH:3]=1.Cl.C(N=C=NCCCN(C)C)C.ON1C2C=CC=CC=2N=N1.Cl.Cl.[NH2:43][C@H:44]1[CH:49]2[CH2:50][CH2:51][N:46]([CH2:47][CH2:48]2)[CH2:45]1.C(N(CC)CC)C. The catalyst is CN(C=O)C.ClCCl. The product is [N:46]12[CH2:51][CH2:50][CH:49]([CH2:48][CH2:47]1)[C@H:44]([NH:43][C:16]([C:12]1[CH:13]=[CH:14][CH:15]=[C:9]3[O:8][C:7]([C:5]4[S:6][C:2]([Cl:1])=[CH:3][CH:4]=4)=[N:11][C:10]=13)=[O:18])[CH2:45]2. The yield is 0.170. (4) The reactants are [CH3:1][C:2]1[O:3][C:4]([C:17]([OH:19])=[O:18])=[C:5]([C:7]2[CH:16]=[CH:15][C:14]3[CH2:13][CH2:12][CH2:11][CH2:10][C:9]=3[CH:8]=2)[N:6]=1.S(=O)(=O)(O)O.[CH3:25]O. No catalyst specified. The product is [CH3:1][C:2]1[O:3][C:4]([C:17]([O:19][CH3:25])=[O:18])=[C:5]([C:7]2[CH:16]=[CH:15][C:14]3[CH2:13][CH2:12][CH2:11][CH2:10][C:9]=3[CH:8]=2)[N:6]=1. The yield is 0.760. (5) The reactants are [CH:1]1([C:7]([NH:9][C:10]2[CH:15]=[CH:14][C:13]([CH:16]3[C:25]([CH3:27])([CH3:26])[CH2:24][C:23]4[C:18](=[CH:19][CH:20]=[C:21]([C:28]([O:30]C)=[O:29])[CH:22]=4)[NH:17]3)=[CH:12][CH:11]=2)=[O:8])[CH2:6][CH2:5][CH2:4][CH2:3][CH2:2]1.[OH-].[Na+]. The catalyst is CO.O. The product is [CH:1]1([C:7]([NH:9][C:10]2[CH:11]=[CH:12][C:13]([CH:16]3[C:25]([CH3:27])([CH3:26])[CH2:24][C:23]4[C:18](=[CH:19][CH:20]=[C:21]([C:28]([OH:30])=[O:29])[CH:22]=4)[NH:17]3)=[CH:14][CH:15]=2)=[O:8])[CH2:6][CH2:5][CH2:4][CH2:3][CH2:2]1. The yield is 0.950.